Predict which catalyst facilitates the given reaction. From a dataset of Catalyst prediction with 721,799 reactions and 888 catalyst types from USPTO. (1) Reactant: C([O:8][C:9]1[C:14]([CH3:15])=[CH:13][C:12]([C:16]2[O:20][C:19]([C:21]3[CH:26]=[C:25]([O:27][CH3:28])[N:24]=[C:23]([CH:29]4[CH2:33][CH2:32][CH2:31][CH2:30]4)[CH:22]=3)=[N:18][N:17]=2)=[CH:11][C:10]=1[CH2:34][CH3:35])C1C=CC=CC=1. Product: [CH:29]1([C:23]2[CH:22]=[C:21]([C:19]3[O:20][C:16]([C:12]4[CH:13]=[C:14]([CH3:15])[C:9]([OH:8])=[C:10]([CH2:34][CH3:35])[CH:11]=4)=[N:17][N:18]=3)[CH:26]=[C:25]([O:27][CH3:28])[N:24]=2)[CH2:30][CH2:31][CH2:32][CH2:33]1. The catalyst class is: 358. (2) Reactant: Cl[CH2:2][CH2:3][S:4](Cl)(=[O:6])=[O:5].C(N(C(C)C)CC)(C)C.[NH2:17][C:18]1[CH:19]=[C:20]([CH:38]=[CH:39][CH:40]=1)[CH2:21][N:22]1[C:26]2=[N:27][C:28]([NH:31][C:32]3[CH:33]=[N:34][N:35]([CH3:37])[CH:36]=3)=[N:29][CH:30]=[C:25]2[CH:24]=[N:23]1.C([O-])(O)=O.[Na+]. Product: [CH3:37][N:35]1[CH:36]=[C:32]([NH:31][C:28]2[N:27]=[C:26]3[N:22]([CH2:21][C:20]4[CH:19]=[C:18]([NH:17][S:4]([CH:3]=[CH2:2])(=[O:6])=[O:5])[CH:40]=[CH:39][CH:38]=4)[N:23]=[CH:24][C:25]3=[CH:30][N:29]=2)[CH:33]=[N:34]1. The catalyst class is: 2. (3) Reactant: [C:1]([O:5][C:6]([N:8]([CH2:21][CH:22]1[CH2:24][CH2:23]1)[C@@H:9]1[CH2:11][C@H:10]1[C:12]1[S:16][CH:15]=[C:14]([C:17]([O:19]C)=[O:18])[CH:13]=1)=[O:7])([CH3:4])([CH3:3])[CH3:2].[OH-].[Na+].Cl. Product: [C:1]([O:5][C:6]([N:8]([CH2:21][CH:22]1[CH2:23][CH2:24]1)[C@@H:9]1[CH2:11][C@H:10]1[C:12]1[S:16][CH:15]=[C:14]([C:17]([OH:19])=[O:18])[CH:13]=1)=[O:7])([CH3:4])([CH3:2])[CH3:3]. The catalyst class is: 36.